Dataset: Forward reaction prediction with 1.9M reactions from USPTO patents (1976-2016). Task: Predict the product of the given reaction. (1) Given the reactants Br[C:2]1[C:3]([C:18]#[N:19])=[CH:4][C:5]([F:17])=[C:6]([NH:8][C@H:9]([CH2:13][CH:14]([CH3:16])[CH3:15])[C:10]([NH2:12])=[O:11])[CH:7]=1.Cl.[NH2:21][C:22]1[S:26][N:25]=[C:24]([CH3:27])[CH:23]=1.C1C=CC(P(C2C(C3C(P(C4C=CC=CC=4)C4C=CC=CC=4)=CC=C4C=3C=CC=C4)=C3C(C=CC=C3)=CC=2)C2C=CC=CC=2)=CC=1.C([O-])([O-])=O.[K+].[K+], predict the reaction product. The product is: [C:18]([C:3]1[C:2]([NH:21][C:22]2[S:26][N:25]=[C:24]([CH3:27])[CH:23]=2)=[CH:7][C:6]([NH:8][C@H:9]([CH2:13][CH:14]([CH3:16])[CH3:15])[C:10]([NH2:12])=[O:11])=[C:5]([F:17])[CH:4]=1)#[N:19]. (2) Given the reactants [O:1]1[C:10]2[C:5](=[CH:6][CH:7]=[CH:8][CH:9]=2)[CH2:4][CH2:3][CH2:2]1.[Li]CCCC.[C:16](=[O:18])=[O:17], predict the reaction product. The product is: [O:1]1[C:10]2[C:5](=[CH:6][CH:7]=[CH:8][C:9]=2[C:16]([OH:18])=[O:17])[CH2:4][CH2:3][CH2:2]1. (3) Given the reactants FC(F)(F)C(O)=O.[C:8]1([C:14]2[N:19]=[C:18]([CH:20]3[CH2:25][CH2:24][NH:23][CH2:22][CH2:21]3)[CH:17]=[CH:16][C:15]=2[NH:26][C:27]([C:29]2[NH:30][C:31]([C:34]#[N:35])=[CH:32][N:33]=2)=[O:28])[CH2:13][CH2:12][CH2:11][CH2:10][CH:9]=1.CCN(C(C)C)C(C)C.[CH3:45][S:46]([CH2:49][CH2:50]OS(C)(=O)=O)(=[O:48])=[O:47], predict the reaction product. The product is: [C:8]1([C:14]2[N:19]=[C:18]([CH:20]3[CH2:21][CH2:22][N:23]([CH2:50][CH2:49][S:46]([CH3:45])(=[O:48])=[O:47])[CH2:24][CH2:25]3)[CH:17]=[CH:16][C:15]=2[NH:26][C:27]([C:29]2[NH:30][C:31]([C:34]#[N:35])=[CH:32][N:33]=2)=[O:28])[CH2:13][CH2:12][CH2:11][CH2:10][CH:9]=1. (4) The product is: [CH3:14][O:15][C:16]1[CH:17]=[CH:18][C:19]([S:22]([N:11]2[CH2:12][CH2:13][CH:8]([N:4]3[CH2:5][CH2:6][CH2:7][CH:2]([CH3:1])[CH2:3]3)[CH2:9][CH2:10]2)(=[O:24])=[O:23])=[CH:20][CH:21]=1. Given the reactants [CH3:1][CH:2]1[CH2:7][CH2:6][CH2:5][N:4]([CH:8]2[CH2:13][CH2:12][NH:11][CH2:10][CH2:9]2)[CH2:3]1.[CH3:14][O:15][C:16]1[CH:21]=[CH:20][C:19]([S:22](Cl)(=[O:24])=[O:23])=[CH:18][CH:17]=1, predict the reaction product. (5) The product is: [CH3:27][O:26][C:15]1[CH:14]=[C:13]([O:12][C:6]2[C:5]3[C:10](=[CH:11][C:2]([O:1][CH2:37][CH2:38][CH2:39][N:41]4[CH2:46][CH2:45][O:44][CH2:43][CH2:42]4)=[C:3]([O:28][CH3:29])[CH:4]=3)[N:9]=[CH:8][CH:7]=2)[CH:18]=[CH:17][C:16]=1[NH:19][C:20]([NH:22][CH2:23][CH2:24][CH3:25])=[O:21]. Given the reactants [OH:1][C:2]1[CH:11]=[C:10]2[C:5]([C:6]([O:12][C:13]3[CH:18]=[CH:17][C:16]([NH:19][C:20]([NH:22][CH2:23][CH2:24][CH3:25])=[O:21])=[C:15]([O:26][CH3:27])[CH:14]=3)=[CH:7][CH:8]=[N:9]2)=[CH:4][C:3]=1[O:28][CH3:29].C(=O)([O-])[O-].[K+].[K+].Br[CH2:37][CH2:38][CH2:39]Br.[NH:41]1[CH2:46][CH2:45][O:44][CH2:43][CH2:42]1, predict the reaction product. (6) Given the reactants [Br:1][C:2]1[C:7]([OH:8])=[CH:6][CH:5]=[CH:4][N:3]=1.C(=O)([O-])[O-].[K+].[K+].[CH2:15]([O:17][C:18](=[O:21])[CH2:19]Br)[CH3:16].O, predict the reaction product. The product is: [Br:1][C:2]1[C:7]([O:8][CH2:19][C:18]([O:17][CH2:15][CH3:16])=[O:21])=[CH:6][CH:5]=[CH:4][N:3]=1. (7) Given the reactants C(O)(C(F)(F)F)=O.C(OC([N:15](C(OC(C)(C)C)=O)[C:16]1[C:17]([C:35]2[O:39][C:38]([C:40]3[CH:55]=[CH:54][C:43]([CH2:44][N:45](C)[C:46](=O)OC(C)(C)C)=[CH:42][CH:41]=3)=[N:37][N:36]=2)=[N:18][C:19]([C:22]2[CH:27]=[CH:26][C:25]([S:28]([CH:31]([CH3:33])[CH3:32])(=[O:30])=[O:29])=[CH:24][C:23]=2[F:34])=[CH:20][N:21]=1)=O)(C)(C)C, predict the reaction product. The product is: [F:34][C:23]1[CH:24]=[C:25]([S:28]([CH:31]([CH3:33])[CH3:32])(=[O:29])=[O:30])[CH:26]=[CH:27][C:22]=1[C:19]1[N:18]=[C:17]([C:35]2[O:39][C:38]([C:40]3[CH:41]=[CH:42][C:43]([CH2:44][NH:45][CH3:46])=[CH:54][CH:55]=3)=[N:37][N:36]=2)[C:16]([NH2:15])=[N:21][CH:20]=1. (8) Given the reactants [CH3:1][C:2]1[N:6]([CH2:7][C:8]([O:10]CC)=[O:9])[C:5]2[S:13][CH:14]=[CH:15][C:4]=2[C:3]=1[CH2:16][C:17]1[CH:22]=[CH:21][CH:20]=[CH:19][C:18]=1[S:23]([N:26]1[CH2:30][CH2:29][CH2:28][CH2:27]1)(=[O:25])=[O:24].[OH-].[Li+], predict the reaction product. The product is: [CH3:1][C:2]1[N:6]([CH2:7][C:8]([OH:10])=[O:9])[C:5]2[S:13][CH:14]=[CH:15][C:4]=2[C:3]=1[CH2:16][C:17]1[CH:22]=[CH:21][CH:20]=[CH:19][C:18]=1[S:23]([N:26]1[CH2:30][CH2:29][CH2:28][CH2:27]1)(=[O:24])=[O:25].